Dataset: Peptide-MHC class II binding affinity with 134,281 pairs from IEDB. Task: Regression. Given a peptide amino acid sequence and an MHC pseudo amino acid sequence, predict their binding affinity value. This is MHC class II binding data. The peptide sequence is KLRSAGELELQFRRV. The MHC is DRB4_0101 with pseudo-sequence DRB4_0103. The binding affinity (normalized) is 0.360.